From a dataset of Full USPTO retrosynthesis dataset with 1.9M reactions from patents (1976-2016). Predict the reactants needed to synthesize the given product. (1) The reactants are: [N:1]([C@@H:4]([C@@H:43]([C:50]1[CH:55]=[CH:54][C:53]([Cl:56])=[CH:52][CH:51]=1)[CH:44]1[CH2:49][CH2:48][O:47][CH2:46][CH2:45]1)[C:5]([NH:7][C:8]1[CH:9]=[N:10][CH:11]=[C:12]([F:42])[C:13]=1[CH2:14][CH2:15][C@H:16]([NH:30][S:31]([C:34]1[CH:39]=[CH:38][C:37]([O:40][CH3:41])=[CH:36][CH:35]=1)(=[O:33])=[O:32])[CH2:17][N:18]([CH2:26][C@H:27](O)[CH3:28])[C:19](=[O:25])[O:20][C:21]([CH3:24])([CH3:23])[CH3:22])=[O:6])=[N+:2]=[N-:3].CC(OC(/N=N/C(OC(C)C)=O)=O)C.C1(P(C2C=CC=CC=2)C2C=CC=CC=2)C=CC=CC=1. Given the product [N:1]([C@@H:4]([C@@H:43]([C:50]1[CH:55]=[CH:54][C:53]([Cl:56])=[CH:52][CH:51]=1)[CH:44]1[CH2:49][CH2:48][O:47][CH2:46][CH2:45]1)[C:5]([NH:7][C:8]1[CH:9]=[N:10][CH:11]=[C:12]([F:42])[C:13]=1[CH2:14][CH2:15][C@@H:16]1[N:30]([S:31]([C:34]2[CH:39]=[CH:38][C:37]([O:40][CH3:41])=[CH:36][CH:35]=2)(=[O:32])=[O:33])[C@@H:27]([CH3:28])[CH2:26][N:18]([C:19]([O:20][C:21]([CH3:22])([CH3:23])[CH3:24])=[O:25])[CH2:17]1)=[O:6])=[N+:2]=[N-:3], predict the reactants needed to synthesize it. (2) Given the product [F:23][C:24]1[CH:25]=[CH:26][C:27]([CH2:30][O:31][C:32]2[CH:37]=[CH:36][N:35]([C:2]3[CH:7]=[CH:6][C:5]4[C:8]5[CH2:14][CH2:13][CH2:12][N:11]([C:15]([O:17][C:18]([CH3:21])([CH3:20])[CH3:19])=[O:16])[CH2:10][C:9]=5[S:22][C:4]=4[CH:3]=3)[C:34](=[O:38])[CH:33]=2)=[N:28][CH:29]=1, predict the reactants needed to synthesize it. The reactants are: Br[C:2]1[CH:7]=[CH:6][C:5]2[C:8]3[CH2:14][CH2:13][CH2:12][N:11]([C:15]([O:17][C:18]([CH3:21])([CH3:20])[CH3:19])=[O:16])[CH2:10][C:9]=3[S:22][C:4]=2[CH:3]=1.[F:23][C:24]1[CH:25]=[CH:26][C:27]([CH2:30][O:31][C:32]2[CH:37]=[CH:36][NH:35][C:34](=[O:38])[CH:33]=2)=[N:28][CH:29]=1. (3) Given the product [Cl:1][C:2]1[CH:18]=[CH:17][C:5]2[CH2:6][CH2:7][N:8]([C:11](=[O:16])[C:12]([F:14])([F:15])[F:13])[CH2:9][CH2:10][C:4]=2[C:3]=1[NH:36][C@H:34]([C:31]1[CH:32]=[CH:33][C:28]([F:27])=[CH:29][CH:30]=1)[CH3:35], predict the reactants needed to synthesize it. The reactants are: [Cl:1][C:2]1[CH:18]=[CH:17][C:5]2[CH2:6][CH2:7][N:8]([C:11](=[O:16])[C:12]([F:15])([F:14])[F:13])[CH2:9][CH2:10][C:4]=2[C:3]=1OS(C(F)(F)F)(=O)=O.[F:27][C:28]1[CH:33]=[CH:32][C:31]([C@@H:34]([NH2:36])[CH3:35])=[CH:30][CH:29]=1. (4) Given the product [Cl:1][C:2]1[CH:3]=[CH:4][C:5]([NH:12][C:13]2[CH:14]=[C:15]3[C:19](=[CH:20][CH:21]=2)[N:18]([C:22]2[CH:27]=[CH:26][CH:25]=[C:24]([C:28]([F:31])([F:29])[F:30])[CH:23]=2)[CH:17]=[CH:16]3)=[C:6]([CH:11]=1)[C:7]([OH:9])=[O:8], predict the reactants needed to synthesize it. The reactants are: [Cl:1][C:2]1[CH:3]=[CH:4][C:5]([NH:12][C:13]2[CH:14]=[C:15]3[C:19](=[CH:20][CH:21]=2)[N:18]([C:22]2[CH:27]=[CH:26][CH:25]=[C:24]([C:28]([F:31])([F:30])[F:29])[CH:23]=2)[CH:17]=[CH:16]3)=[C:6]([CH:11]=1)[C:7]([O:9]C)=[O:8].[OH-].[Na+].O.Cl.